From a dataset of Forward reaction prediction with 1.9M reactions from USPTO patents (1976-2016). Predict the product of the given reaction. Given the reactants Br[C:2]1[C:10]2[C:5](=[N:6][C:7]([NH2:11])=[N:8][CH:9]=2)[N:4]([CH3:12])[N:3]=1.[CH3:13][O:14][C:15]1[CH:20]=[CH:19][C:18]([C:21]([F:24])([F:23])[F:22])=[CH:17][C:16]=1B(O)O.COCCOC.C([O-])([O-])=O.[Na+].[Na+], predict the reaction product. The product is: [CH3:13][O:14][C:15]1[CH:16]=[CH:17][C:18]([C:21]([F:22])([F:23])[F:24])=[CH:19][C:20]=1[C:2]1[C:10]2[C:5](=[N:6][C:7]([NH2:11])=[N:8][CH:9]=2)[N:4]([CH3:12])[N:3]=1.